This data is from Forward reaction prediction with 1.9M reactions from USPTO patents (1976-2016). The task is: Predict the product of the given reaction. (1) The product is: [Cl:1][C:2]1[C:7]([Cl:8])=[C:6]([C:9]2[S:13][C:12]([CH:14]=[O:15])=[N:11][C:10]=2[C:16]([N:18]2[CH2:23][CH2:22][CH2:21][CH2:20][C@@H:19]2[CH3:24])=[O:17])[CH:5]=[CH:4][C:3]=1[S:25]([NH:28][C@@H:29]([CH3:34])[C:30]([F:31])([F:32])[F:33])(=[O:26])=[O:27]. Given the reactants [Cl:1][C:2]1[C:7]([Cl:8])=[C:6]([C:9]2[S:13][C:12]([CH2:14][OH:15])=[N:11][C:10]=2[C:16]([N:18]2[CH2:23][CH2:22][CH2:21][CH2:20][C@@H:19]2[CH3:24])=[O:17])[CH:5]=[CH:4][C:3]=1[S:25]([NH:28][C@@H:29]([CH3:34])[C:30]([F:33])([F:32])[F:31])(=[O:27])=[O:26], predict the reaction product. (2) Given the reactants [C:1]([C:5]1[CH:10]=[C:9]([C:11]([CH3:14])([CH3:13])[CH3:12])[CH:8]=[C:7]([C:15]([CH3:18])([CH3:17])[CH3:16])[C:6]=1[OH:19])([CH3:4])([CH3:3])[CH3:2].C(N(CCC)CCC)CC.C[O-].[Na+:32], predict the reaction product. The product is: [C:1]([C:5]1[CH:10]=[C:9]([C:11]([CH3:14])([CH3:13])[CH3:12])[CH:8]=[C:7]([C:15]([CH3:18])([CH3:17])[CH3:16])[C:6]=1[O-:19])([CH3:4])([CH3:3])[CH3:2].[Na+:32]. (3) Given the reactants [NH2:1][C@:2](C1C=CC(I)=CC=1Cl)([CH2:6][C:7]1[CH:12]=[CH:11][CH:10]=[CH:9][CH:8]=1)[C:3]([NH2:5])=[O:4].[CH3:21][Si:22]([C:25]#[CH:26])([CH3:24])[CH3:23].Cl[CH2:28][Cl:29], predict the reaction product. The product is: [NH2:1][C@@H:2]([CH2:6][C:7]1[CH:8]=[CH:9][CH:10]=[CH:11][CH:12]=1)[C:3]([NH:5][C:8]1[CH:7]=[CH:6][C:2]([C:26]#[C:25][Si:22]([CH3:24])([CH3:23])[CH3:21])=[CH:3][C:28]=1[Cl:29])=[O:4]. (4) Given the reactants Cl[C:2]1[C:7]([O:8][CH3:9])=[C:6]([Cl:10])[N:5]=[C:4]([CH3:11])[N:3]=1.C(N(C(C)C)CC)(C)C.[NH:21]1[CH2:26][CH2:25][CH:24]([C:27]2[CH:36]=[CH:35][C:34]3[C:29](=[N:30][CH:31]=[CH:32][CH:33]=3)[N:28]=2)[CH2:23][CH2:22]1.C(=O)(O)[O-].[Na+], predict the reaction product. The product is: [Cl:10][C:6]1[N:5]=[C:4]([CH3:11])[N:3]=[C:2]([N:21]2[CH2:22][CH2:23][CH:24]([C:27]3[CH:36]=[CH:35][C:34]4[C:29](=[N:30][CH:31]=[CH:32][CH:33]=4)[N:28]=3)[CH2:25][CH2:26]2)[C:7]=1[O:8][CH3:9]. (5) Given the reactants [Br:1][C:2]1[CH:3]=[C:4]2[C:10](I)=[CH:9][N:8]([CH3:12])[C:5]2=[N:6][CH:7]=1.[CH3:13][N:14]1[CH2:19][CH2:18][NH:17][CH2:16][CH2:15]1.[O-]P([O-])([O-])=O.[K+].[K+].[K+].C(O)CO, predict the reaction product. The product is: [Br:1][C:2]1[CH:3]=[C:4]2[C:10]([N:17]3[CH2:18][CH2:19][N:14]([CH3:13])[CH2:15][CH2:16]3)=[CH:9][N:8]([CH3:12])[C:5]2=[N:6][CH:7]=1.